From a dataset of Reaction yield outcomes from USPTO patents with 853,638 reactions. Predict the reaction yield, written as a fraction of the theoretical maximum amount of product (1.0 means a 100% yield; for example, 0.34 means a 34% yield). (1) The reactants are [OH:1][C:2]1[CH:11]=[CH:10][C:5]([C:6]([O:8][CH3:9])=[O:7])=[CH:4][C:3]=1[C:12]#[C:13][Si](C)(C)C. The catalyst is CO. The product is [O:1]1[C:2]2[CH:11]=[CH:10][C:5]([C:6]([O:8][CH3:9])=[O:7])=[CH:4][C:3]=2[CH:12]=[CH:13]1. The yield is 0.340. (2) The reactants are C([O:4][C:5]1[CH:10]=[CH:9][C:8]([C:11](=[O:30])[NH:12][C:13]2[S:17][C:16]([NH:18][C:19]3[CH:24]=[CH:23][C:22]([O:25][CH3:26])=[CH:21][CH:20]=3)=[N:15][C:14]=2[C:27](=[O:29])[NH2:28])=[CH:7][CH:6]=1)(=O)C.C([O-])([O-])=O.[K+].[K+].Cl. The catalyst is CO.O. The product is [OH:4][C:5]1[CH:6]=[CH:7][C:8]([C:11]([NH:12][C:13]2[S:17][C:16]([NH:18][C:19]3[CH:24]=[CH:23][C:22]([O:25][CH3:26])=[CH:21][CH:20]=3)=[N:15][C:14]=2[C:27]([NH2:28])=[O:29])=[O:30])=[CH:9][CH:10]=1. The yield is 0.790. (3) The product is [CH3:1][O:2][C:3]1[CH:4]=[C:5]([NH:11][C:12]2[C:13]3[N:29]=[CH:28][S:27][C:14]=3[N:15]=[C:16]([N:18]3[CH2:22][CH2:21][CH:20]([C:23]([OH:25])=[O:24])[CH2:19]3)[N:17]=2)[CH:6]=[CH:7][C:8]=1[O:9][CH3:10]. The yield is 0.614. The catalyst is CO.O. The reactants are [CH3:1][O:2][C:3]1[CH:4]=[C:5]([NH:11][C:12]2[C:13]3[N:29]=[CH:28][S:27][C:14]=3[N:15]=[C:16]([N:18]3[CH2:22][CH2:21][CH:20]([C:23]([O:25]C)=[O:24])[CH2:19]3)[N:17]=2)[CH:6]=[CH:7][C:8]=1[O:9][CH3:10].[OH-].[Na+].